This data is from Full USPTO retrosynthesis dataset with 1.9M reactions from patents (1976-2016). The task is: Predict the reactants needed to synthesize the given product. (1) The reactants are: [CH:1](=O)[CH:2]=[CH:3][C:4]1C=CC=C[CH:5]=1.[C:11]([C:16]1([C:23]([O:25][CH2:26][CH3:27])=[O:24])[C:20]([CH3:22])(C)[CH2:19][CH2:18][NH:17]1)([O:13][CH2:14][CH3:15])=[O:12]. Given the product [CH2:26]([O:25][C:23]([C:16]1([C:11]([O:13][CH2:14][CH3:15])=[O:12])[CH:20]([C:22]2[CH:5]=[CH:4][CH:3]=[CH:2][CH:1]=2)[CH2:19][CH2:18][NH:17]1)=[O:24])[CH3:27], predict the reactants needed to synthesize it. (2) Given the product [CH3:2][CH2:3][O:4][C:5]([CH3:7])=[O:6].[CH3:3][OH:4].[NH4+:1].[OH-:4], predict the reactants needed to synthesize it. The reactants are: [NH3:1].[CH3:2][CH2:3][O:4][C:5]([CH3:7])=[O:6]. (3) Given the product [CH3:30][S:31]([OH:34])(=[O:33])=[O:32].[C:1]([C:5]1[C:6]([Cl:29])=[C:7]([C:11]2[NH:28][C:14]3[C:15]([O:26][CH3:27])=[N:16][C:17]([C:19]4[CH:24]=[CH:23][CH:22]=[CH:21][C:20]=4[Cl:25])=[CH:18][C:13]=3[N:12]=2)[N:8]([CH3:10])[N:9]=1)([CH3:4])([CH3:2])[CH3:3], predict the reactants needed to synthesize it. The reactants are: [C:1]([C:5]1[C:6]([Cl:29])=[C:7]([C:11]2[NH:28][C:14]3[C:15]([O:26][CH3:27])=[N:16][C:17]([C:19]4[CH:24]=[CH:23][CH:22]=[CH:21][C:20]=4[Cl:25])=[CH:18][C:13]=3[N:12]=2)[N:8]([CH3:10])[N:9]=1)([CH3:4])([CH3:3])[CH3:2].[CH3:30][S:31]([OH:34])(=[O:33])=[O:32]. (4) Given the product [Cl:28][C:29]1[S:33][C:32]([S:34]([NH:18][CH:4]([C:5]2[N:9]([CH2:10][C:11]3[CH:12]=[CH:13][C:14]([F:17])=[CH:15][CH:16]=3)[N:8]=[CH:7][N:6]=2)[CH:3]([CH2:1][CH3:2])[CH2:19][CH3:20])(=[O:36])=[O:35])=[CH:31][CH:30]=1, predict the reactants needed to synthesize it. The reactants are: [CH2:1]([CH:3]([CH2:19][CH3:20])[CH:4]([NH2:18])[C:5]1[N:9]([CH2:10][C:11]2[CH:16]=[CH:15][C:14]([F:17])=[CH:13][CH:12]=2)[N:8]=[CH:7][N:6]=1)[CH3:2].CCN(CC)CC.[Cl:28][C:29]1[S:33][C:32]([S:34](Cl)(=[O:36])=[O:35])=[CH:31][CH:30]=1. (5) The reactants are: [Cl:1][C:2]1[CH:7]=[CH:6][C:5]([N:8]([C@H:12]2[C:21]3[C:16](=[CH:17][CH:18]=[CH:19][CH:20]=3)[N:15]([C:22](=[O:30])[C:23]3[CH:28]=[CH:27][C:26]([OH:29])=[CH:25][CH:24]=3)[C@@H:14]([CH3:31])[CH2:13]2)[C:9](=[O:11])[CH3:10])=[CH:4][CH:3]=1.C([O-])([O-])=O.[Cs+].[Cs+].[CH2:38]([O:40][C:41](=[O:45])[CH:42](Br)[F:43])[CH3:39]. Given the product [CH2:38]([O:40][C:41](=[O:45])[C@@H:42]([O:29][C:26]1[CH:25]=[CH:24][C:23]([C:22]([N:15]2[C:16]3[C:21](=[CH:20][CH:19]=[CH:18][CH:17]=3)[C@H:12]([N:8]([C:9](=[O:11])[CH3:10])[C:5]3[CH:4]=[CH:3][C:2]([Cl:1])=[CH:7][CH:6]=3)[CH2:13][CH:14]2[CH3:31])=[O:30])=[CH:28][CH:27]=1)[F:43])[CH3:39], predict the reactants needed to synthesize it. (6) Given the product [Cl:1][C:2]1[CH:7]=[CH:6][C:5]([NH:8][C:9](=[O:20])[C:10]2[CH:15]=[CH:14][CH:13]=[C:12]([C:16]([F:19])([F:18])[F:17])[CH:11]=2)=[CH:4][C:3]=1[C:21]1[N:26]2[N:27]=[CH:28][CH:29]=[C:25]2[NH:24][CH2:23][CH:22]=1, predict the reactants needed to synthesize it. The reactants are: [Cl:1][C:2]1[CH:7]=[CH:6][C:5]([NH:8][C:9](=[O:20])[C:10]2[CH:15]=[CH:14][CH:13]=[C:12]([C:16]([F:19])([F:18])[F:17])[CH:11]=2)=[CH:4][C:3]=1[C:21]1[N:26]2[N:27]=[CH:28][CH:29]=[C:25]2[N:24]=[CH:23][CH:22]=1.C([BH3-])#N.[Na+].